From a dataset of Full USPTO retrosynthesis dataset with 1.9M reactions from patents (1976-2016). Predict the reactants needed to synthesize the given product. (1) Given the product [O:20]=[S:19]1(=[O:21])[CH2:18][CH2:17][CH2:16][N:1]1[C:2]([C:5]1[CH:14]=[CH:13][C:8]([C:9]([O:11][CH3:12])=[O:10])=[CH:7][CH:6]=1)([CH3:3])[CH3:4], predict the reactants needed to synthesize it. The reactants are: [NH2:1][C:2]([C:5]1[CH:14]=[CH:13][C:8]([C:9]([O:11][CH3:12])=[O:10])=[CH:7][CH:6]=1)([CH3:4])[CH3:3].Cl[CH2:16][CH2:17][CH2:18][S:19](Cl)(=[O:21])=[O:20]. (2) Given the product [C:1]1([NH:7][C:8]([N:10]2[C@H:19]3[C:14]([C:15]4[CH:25]=[CH:24][CH:23]=[C:22]5[C:16]=4[C:17](=[CH:20][N:21]5[OH:33])[CH2:18]3)=[CH:13][C@@H:12]([C:26]([N:28]3[CH2:32][CH2:31][CH2:30][CH2:29]3)=[O:27])[CH2:11]2)=[O:9])[CH:2]=[CH:3][CH:4]=[CH:5][CH:6]=1, predict the reactants needed to synthesize it. The reactants are: [C:1]1([NH:7][C:8]([N:10]2[C@H:19]3[C:14]([C:15]4[CH:25]=[CH:24][CH:23]=[C:22]5[C:16]=4[C@@H:17]([CH2:20][NH:21]5)[CH2:18]3)=[CH:13][C@@H:12]([C:26]([N:28]3[CH2:32][CH2:31][CH2:30][CH2:29]3)=[O:27])[CH2:11]2)=[O:9])[CH:6]=[CH:5][CH:4]=[CH:3][CH:2]=1.[OH2:33].OO.